From a dataset of Full USPTO retrosynthesis dataset with 1.9M reactions from patents (1976-2016). Predict the reactants needed to synthesize the given product. (1) Given the product [Si:1]([O:8][CH2:9][C@@H:10](/[N:17]=[CH:21]/[C:22]([F:25])([F:24])[F:23])[CH2:11][CH2:12][C:13]([F:14])([F:16])[F:15])([C:4]([CH3:6])([CH3:7])[CH3:5])([CH3:3])[CH3:2], predict the reactants needed to synthesize it. The reactants are: [Si:1]([O:8][CH2:9][C@@H:10]([NH2:17])[CH2:11][CH2:12][C:13]([F:16])([F:15])[F:14])([C:4]([CH3:7])([CH3:6])[CH3:5])([CH3:3])[CH3:2].C(O[CH:21](O)[C:22]([F:25])([F:24])[F:23])C.O. (2) Given the product [Cl:8][C:3]1[C:2]([S:9]([Cl:12])(=[O:10])=[O:13])=[CH:7][CH:6]=[CH:5][N:4]=1, predict the reactants needed to synthesize it. The reactants are: N[C:2]1[C:3]([Cl:8])=[N:4][CH:5]=[CH:6][CH:7]=1.[S:9]([Cl:12])(Cl)=[O:10].[OH2:13]. (3) The reactants are: [N:1]1([C:7]2[C:12]([CH2:13][OH:14])=[CH:11][CH:10]=[CH:9][N:8]=2)[CH2:6][CH2:5][NH:4][CH2:3][CH2:2]1.[Br:15][C:16]1[C:24]2[N:23]=[C:22](Cl)[NH:21][C:20]=2[CH:19]=[C:18]([C:26]([F:29])([F:28])[F:27])[CH:17]=1. Given the product [Br:15][C:16]1[C:24]2[NH:23][C:22]([N:4]3[CH2:3][CH2:2][N:1]([C:7]4[C:12]([CH2:13][OH:14])=[CH:11][CH:10]=[CH:9][N:8]=4)[CH2:6][CH2:5]3)=[N:21][C:20]=2[CH:19]=[C:18]([C:26]([F:29])([F:28])[F:27])[CH:17]=1, predict the reactants needed to synthesize it. (4) Given the product [NH2:16][C:9]1[C:8]2[N:7]=[C:6]([CH2:17][N:18]([O:19][CH3:20])[C:31]([CH:28]3[CH2:30][CH2:29]3)=[O:32])[N:5]([CH2:1][CH:2]([CH3:4])[CH3:3])[C:13]=2[C:12]([CH3:14])=[C:11]([CH3:15])[N:10]=1, predict the reactants needed to synthesize it. The reactants are: [CH2:1]([N:5]1[C:13]2[C:12]([CH3:14])=[C:11]([CH3:15])[N:10]=[C:9]([NH2:16])[C:8]=2[N:7]=[C:6]1[CH2:17][NH:18][O:19][CH3:20])[CH:2]([CH3:4])[CH3:3].C(N(CC)CC)C.[CH:28]1([C:31](Cl)=[O:32])[CH2:30][CH2:29]1. (5) Given the product [Cl:25][C:26]1[CH:34]=[CH:33][C:29]([C:30]([NH:32][C:21]([C:10]2[C:9]([CH3:24])=[C:8]([C:5]3[CH:6]=[CH:7][C:2]([Cl:1])=[CH:3][CH:4]=3)[N:12]([C:13]3[CH:18]=[CH:17][C:16]([Cl:19])=[CH:15][C:14]=3[Cl:20])[N:11]=2)=[O:22])=[O:31])=[CH:28][CH:27]=1, predict the reactants needed to synthesize it. The reactants are: [Cl:1][C:2]1[CH:7]=[CH:6][C:5]([C:8]2[N:12]([C:13]3[CH:18]=[CH:17][C:16]([Cl:19])=[CH:15][C:14]=3[Cl:20])[N:11]=[C:10]([C:21](Cl)=[O:22])[C:9]=2[CH3:24])=[CH:4][CH:3]=1.[Cl:25][C:26]1[CH:34]=[CH:33][C:29]([C:30]([NH2:32])=[O:31])=[CH:28][CH:27]=1.C[Si]([N-][Si](C)(C)C)(C)C.[Li+]. (6) Given the product [Cl:25][C:24]([Cl:27])([Cl:26])[CH2:23][O:22][C:20]([O:1][CH2:2][C:3]1[S:4][CH:5]=[C:6]([C:8]([O:10][CH2:11][CH3:12])=[O:9])[N:7]=1)=[O:21], predict the reactants needed to synthesize it. The reactants are: [OH:1][CH2:2][C:3]1[S:4][CH:5]=[C:6]([C:8]([O:10][CH2:11][CH3:12])=[O:9])[N:7]=1.N1C=CC=CC=1.Cl[C:20]([O:22][CH2:23][C:24]([Cl:27])([Cl:26])[Cl:25])=[O:21]. (7) The reactants are: [OH:1][N:2]=[C:3]([C:10]1[N:14]([CH3:15])[N:13]=[N:12][N:11]=1)[C:4]1[CH:9]=[CH:8][CH:7]=[CH:6][CH:5]=1.C1CN2C(=NCCC2)C1.[Br:25][C:26]1[CH:31]=[CH:30][CH:29]=[C:28]([CH2:32]Br)[N:27]=1. Given the product [Br:25][C:26]1[N:27]=[C:28]([CH2:32][O:1][N:2]=[C:3]([C:10]2[N:14]([CH3:15])[N:13]=[N:12][N:11]=2)[C:4]2[CH:5]=[CH:6][CH:7]=[CH:8][CH:9]=2)[CH:29]=[CH:30][CH:31]=1, predict the reactants needed to synthesize it.